This data is from Peptide-MHC class I binding affinity with 185,985 pairs from IEDB/IMGT. The task is: Regression. Given a peptide amino acid sequence and an MHC pseudo amino acid sequence, predict their binding affinity value. This is MHC class I binding data. The peptide sequence is LIRILQRALFM. The MHC is HLA-B27:05 with pseudo-sequence HLA-B27:05. The binding affinity (normalized) is 0.177.